From a dataset of Catalyst prediction with 721,799 reactions and 888 catalyst types from USPTO. Predict which catalyst facilitates the given reaction. (1) Reactant: [Si:1]([O:8][C@@H:9]1[C@H:14]([OH:15])[C:13]([CH2:16][CH2:17][N:18]([CH3:29])[S:19]([C:22]2[CH:27]=[CH:26][C:25]([CH3:28])=[CH:24][CH:23]=2)(=[O:21])=[O:20])=[CH:12][CH2:11][CH2:10]1)([C:4]([CH3:7])([CH3:6])[CH3:5])([CH3:3])[CH3:2].O[C:31]1[CH:32]=[C:33]([CH:36]=[CH:37][C:38]=1[O:39][CH2:40][O:41][CH3:42])[CH:34]=[O:35].P(CCCC)(CCCC)CCCC.CN(C(/N=N/C(N(C)C)=O)=O)C. Product: [Si:1]([O:8][C@@H:9]1[C@@H:14]([O:15][C:31]2[CH:32]=[C:33]([CH:34]=[O:35])[CH:36]=[CH:37][C:38]=2[O:39][CH2:40][O:41][CH3:42])[C:13]([CH2:16][CH2:17][N:18]([CH3:29])[S:19]([C:22]2[CH:23]=[CH:24][C:25]([CH3:28])=[CH:26][CH:27]=2)(=[O:20])=[O:21])=[CH:12][CH2:11][CH2:10]1)([C:4]([CH3:5])([CH3:6])[CH3:7])([CH3:2])[CH3:3]. The catalyst class is: 1. (2) Reactant: [F:1][C:2]1[CH:11]=[CH:10][CH:9]=[C:8]2[C:3]=1[CH:4]=[CH:5][C:6](=[O:17])[N:7]2[CH2:12][CH2:13][C:14]([OH:16])=O.C(Cl)(=O)C(Cl)=O.[Cl-].[Cl-].[Cl-].[Al+3].C(=O)(O)[O-].[Na+]. Product: [F:1][C:2]1[C:3]2[CH:4]=[CH:5][C:6](=[O:17])[N:7]3[C:8]=2[C:9]([C:14](=[O:16])[CH2:13][CH2:12]3)=[CH:10][CH:11]=1. The catalyst class is: 139. (3) Reactant: [N:1]1[C:10]2[CH:9]([NH:11][CH2:12][CH2:13][CH2:14][CH2:15][N:16]3C(=O)C4C(=CC=CC=4)C3=O)[CH2:8][CH2:7][CH2:6][C:5]=2[CH:4]=[CH:3][CH:2]=1.O.NN.C(OCC)C. Product: [N:1]1[C:10]2[CH:9]([NH:11][CH2:12][CH2:13][CH2:14][CH2:15][NH2:16])[CH2:8][CH2:7][CH2:6][C:5]=2[CH:4]=[CH:3][CH:2]=1. The catalyst class is: 8. (4) Reactant: [N:1]1([C:7]2[N:12]=[CH:11][NH:10][C:9](=[O:13])[CH:8]=2)[CH2:6][CH2:5][NH:4][CH2:3][CH2:2]1.[Cl:14][C:15]1[CH:27]=[CH:26][CH:25]=[C:24]([F:28])[C:16]=1[CH2:17]N1CCNCC1.C(N(C(C)C)CC)(C)C. Product: [Cl:14][C:15]1[CH:27]=[CH:26][CH:25]=[C:24]([F:28])[C:16]=1[CH2:17][N:4]1[CH2:5][CH2:6][N:1]([C:7]2[N:12]=[CH:11][NH:10][C:9](=[O:13])[CH:8]=2)[CH2:2][CH2:3]1. The catalyst class is: 868. (5) Reactant: [CH3:1][O:2][C:3]1[CH:7]=[C:6]([CH3:8])[O:5][N:4]=1.[I:9]N1C(=O)CCC1=O. Product: [I:9][C:7]1[C:3]([O:2][CH3:1])=[N:4][O:5][C:6]=1[CH3:8]. The catalyst class is: 52. (6) Product: [O:2]1[CH:6]=[CH:5][CH:4]=[C:3]1[CH2:7][O:8][CH:9]1[CH2:12][N:11]([C:57](=[O:58])/[CH:56]=[CH:55]/[C:50]2[CH:49]=[C:48]3[C:53](=[N:52][CH:51]=2)[NH:54][C:45](=[O:44])[CH2:46][CH2:47]3)[CH2:10]1. Reactant: Cl.[O:2]1[CH:6]=[CH:5][CH:4]=[C:3]1[CH2:7][O:8][CH:9]1[CH2:12][NH:11][CH2:10]1.CCN=C=NCCCN(C)C.C1C=CC2N(O)N=NC=2C=1.C(N(C(C)C)CC)(C)C.Cl.[O:44]=[C:45]1[NH:54][C:53]2[N:52]=[CH:51][C:50](/[CH:55]=[CH:56]/[C:57](O)=[O:58])=[CH:49][C:48]=2[CH2:47][CH2:46]1. The catalyst class is: 255. (7) Product: [NH2:25][C:20]1[CH:21]=[CH:22][CH:23]=[CH:24][C:19]=1[S:16]([NH:15][CH:3]([CH2:4][N:5]1[CH:9]=[CH:8][C:7]([CH:10]=[CH2:11])=[C:6]1/[CH:12]=[CH:13]\[CH3:14])[CH:2]([CH3:28])[CH3:1])(=[O:18])=[O:17]. Reactant: [CH3:1][CH:2]([CH3:28])[CH:3]([NH:15][S:16]([C:19]1[CH:24]=[CH:23][CH:22]=[CH:21][C:20]=1[N+:25]([O-])=O)(=[O:18])=[O:17])[CH2:4][N:5]1[CH:9]=[CH:8][C:7]([CH:10]=[CH2:11])=[C:6]1/[CH:12]=[CH:13]\[CH3:14].Cl.C(=O)(O)[O-].[Na+]. The catalyst class is: 284. (8) Reactant: [CH3:1][O:2][C:3](=[O:33])[C:4]1[CH:9]=[CH:8][CH:7]=[CH:6][C:5]=1[S:10][CH2:11][CH:12]([C:14]1[CH:19]=[CH:18][CH:17]=[C:16](/[CH:20]=[CH:21]/[C:22]2[CH:31]=[CH:30][C:29]3[C:24](=[CH:25][C:26]([Cl:32])=[CH:27][CH:28]=3)[N:23]=2)[CH:15]=1)[OH:13].[Cr](Cl)([O-])(=O)=O.[NH+]1C=CC=CC=1. Product: [CH3:1][O:2][C:3](=[O:33])[C:4]1[CH:9]=[CH:8][CH:7]=[CH:6][C:5]=1[S:10][CH2:11][C:12]([C:14]1[CH:19]=[CH:18][CH:17]=[C:16](/[CH:20]=[CH:21]/[C:22]2[CH:31]=[CH:30][C:29]3[C:24](=[CH:25][C:26]([Cl:32])=[CH:27][CH:28]=3)[N:23]=2)[CH:15]=1)=[O:13]. The catalyst class is: 4.